Dataset: Catalyst prediction with 721,799 reactions and 888 catalyst types from USPTO. Task: Predict which catalyst facilitates the given reaction. (1) Reactant: Br[C:2]1[N:3]=[CH:4][C:5]2[N:6]([C:8]([C:11]3[CH:16]=[CH:15][C:14]([F:17])=[CH:13][CH:12]=3)=[CH:9][N:10]=2)[CH:7]=1.[F:18][C:19]1[CH:24]=[CH:23][C:22]([C:25]2[O:26][C:27]3[CH:37]=[C:36]([N:38]([CH3:43])[S:39]([CH3:42])(=[O:41])=[O:40])[C:35](B4OC(C)(C)C(C)(C)O4)=[CH:34][C:28]=3[C:29]=2[C:30]([NH:32][CH3:33])=[O:31])=[CH:21][CH:20]=1.[O-]P([O-])([O-])=O.[K+].[K+].[K+]. Product: [F:18][C:19]1[CH:24]=[CH:23][C:22]([C:25]2[O:26][C:27]3[CH:37]=[C:36]([N:38]([CH3:43])[S:39]([CH3:42])(=[O:40])=[O:41])[C:35]([C:2]4[N:3]=[CH:4][C:5]5[N:6]([C:8]([C:11]6[CH:16]=[CH:15][C:14]([F:17])=[CH:13][CH:12]=6)=[CH:9][N:10]=5)[CH:7]=4)=[CH:34][C:28]=3[C:29]=2[C:30]([NH:32][CH3:33])=[O:31])=[CH:21][CH:20]=1. The catalyst class is: 75. (2) Reactant: [Cl:1][C:2]1[CH:3]=[C:4]([CH:23]=[CH:24][CH:25]=1)[CH2:5][O:6][C:7]1[CH:16]=[C:15]2[C:10]([CH:11]=[C:12]([C:17]([CH3:22])([CH3:21])[C:18](Cl)=[O:19])[CH:13]=[N:14]2)=[CH:9][CH:8]=1.[OH-].[NH4+:27]. Product: [Cl:1][C:2]1[CH:3]=[C:4]([CH:23]=[CH:24][CH:25]=1)[CH2:5][O:6][C:7]1[CH:16]=[C:15]2[C:10]([CH:11]=[C:12]([C:17]([CH3:22])([CH3:21])[C:18]([NH2:27])=[O:19])[CH:13]=[N:14]2)=[CH:9][CH:8]=1. The catalyst class is: 1. (3) Reactant: Br[C:2]1[CH:10]=[CH:9][CH:8]=[C:7]2[C:3]=1[CH:4]=[CH:5][N:6]2[S:11]([C:14]1[CH:19]=[CH:18][C:17]([CH3:20])=[CH:16][CH:15]=1)(=[O:13])=[O:12].[CH2:21]([Sn](CCCC)(CCCC)C=C)[CH2:22]CC. Product: [CH3:20][C:17]1[CH:18]=[CH:19][C:14]([S:11]([N:6]2[C:7]3[C:3](=[C:2]([CH:21]=[CH2:22])[CH:10]=[CH:9][CH:8]=3)[CH:4]=[CH:5]2)(=[O:13])=[O:12])=[CH:15][CH:16]=1. The catalyst class is: 11. (4) Reactant: C[O:2][C:3](=[O:43])[CH2:4][NH:5][C:6]1[CH:11]=[CH:10][CH:9]=[C:8]([O:12][CH2:13][CH2:14][CH2:15][N:16]([CH2:31][C:32]2[CH:37]=[CH:36][CH:35]=[C:34]([C:38]([F:41])([F:40])[F:39])[C:33]=2[Cl:42])[CH2:17][CH:18]([C:25]2[CH:30]=[CH:29][CH:28]=[CH:27][CH:26]=2)[C:19]2[CH:24]=[CH:23][CH:22]=[CH:21][CH:20]=2)[CH:7]=1.O.[OH-].[Li+].Cl. Product: [ClH:42].[Cl:42][C:33]1[C:34]([C:38]([F:39])([F:40])[F:41])=[CH:35][CH:36]=[CH:37][C:32]=1[CH2:31][N:16]([CH2:17][CH:18]([C:19]1[CH:20]=[CH:21][CH:22]=[CH:23][CH:24]=1)[C:25]1[CH:30]=[CH:29][CH:28]=[CH:27][CH:26]=1)[CH2:15][CH2:14][CH2:13][O:12][C:8]1[CH:7]=[C:6]([NH:5][CH2:4][C:3]([OH:43])=[O:2])[CH:11]=[CH:10][CH:9]=1. The catalyst class is: 20. (5) Reactant: C([O-])([O-])=O.[K+].[K+].[CH3:7][O:8][C:9]1[CH:10]=[C:11]([OH:15])[CH:12]=[CH:13][CH:14]=1.Cl[C:17]1[N:22]=[C:21]([N:23]([CH3:43])[CH2:24][CH2:25][CH2:26][O:27][C:28]2[CH:29]=[C:30]3[C:34](=[CH:35][CH:36]=2)[C@H:33]([CH2:37][C:38]([O:40][CH2:41][CH3:42])=[O:39])[CH2:32][CH2:31]3)[C:20]([CH3:44])=[CH:19][N:18]=1. Product: [CH2:41]([O:40][C:38](=[O:39])[CH2:37][C@H:33]1[C:34]2[C:30](=[CH:29][C:28]([O:27][CH2:26][CH2:25][CH2:24][N:23]([C:21]3[C:20]([CH3:44])=[CH:19][N:18]=[C:17]([O:15][C:11]4[CH:12]=[CH:13][CH:14]=[C:9]([O:8][CH3:7])[CH:10]=4)[N:22]=3)[CH3:43])=[CH:36][CH:35]=2)[CH2:31][CH2:32]1)[CH3:42]. The catalyst class is: 3. (6) Reactant: [F:1][C:2]([F:7])([F:6])[C:3]([OH:5])=[O:4].[F:8][C:9]([F:14])([F:13])[C:10]([OH:12])=[O:11].F[C:16](F)(F)[C:17]([OH:19])=O.CC1C=C(CO[C:35]2[CH:40]=[CH:39][C:38]([C:41]3([N:50]4[CH2:55][CH2:54][NH:53][CH2:52][CH2:51]4)[C:46](=[O:47])[NH:45][C:44](=[O:48])[NH:43][C:42]3=[O:49])=[CH:37][CH:36]=2)C2C(=CC=CC=2)N=1.[CH:56]([N:59](CC)[CH:60]([CH3:62])[CH3:61])([CH3:58])[CH3:57].C(O[C:69](=O)[CH3:70])(=O)C.[C:72]([O-])(O)=O.[Na+]. Product: [F:1][C:2]([F:7])([F:6])[C:3]([OH:5])=[O:4].[F:8][C:9]([F:14])([F:13])[C:10]([OH:12])=[O:11].[C:17]([N:53]1[CH2:54][CH2:55][N:50]([C:41]2([C:38]3[CH:39]=[CH:40][C:35]([O:5][CH2:3][C:2]4[C:61]5[C:60](=[CH:62][CH:72]=[CH:69][CH:70]=5)[N:59]=[C:56]([CH3:57])[CH:58]=4)=[CH:36][CH:37]=3)[C:42](=[O:49])[NH:43][C:44](=[O:48])[NH:45][C:46]2=[O:47])[CH2:51][CH2:52]1)(=[O:19])[CH3:16]. The catalyst class is: 96.